From a dataset of Forward reaction prediction with 1.9M reactions from USPTO patents (1976-2016). Predict the product of the given reaction. Given the reactants [OH:1][C:2]1[CH:3]=[C:4]([CH:7]=[C:8]([N+:11]([O-:13])=[O:12])[C:9]=1[OH:10])[CH:5]=O.C([C:16](CC)([C:20]#[N:21])[C:17]([NH2:19])=[O:18])C.[C:24]1(C)C=CC=C[CH:25]=1.N1CCC[CH2:33][CH2:32]1, predict the reaction product. The product is: [CH3:24][CH2:25][N:19]([C:17](/[C:16](/[C:20]#[N:21])=[CH:5]/[C:4]1[CH:3]=[C:2]([OH:1])[C:9]([OH:10])=[C:8]([N+:11]([O-:13])=[O:12])[CH:7]=1)=[O:18])[CH2:32][CH3:33].